The task is: Predict which catalyst facilitates the given reaction.. This data is from Catalyst prediction with 721,799 reactions and 888 catalyst types from USPTO. (1) Reactant: [CH3:1][O:2][C:3]1[CH:9]=[CH:8][C:6]([NH2:7])=[C:5]([N+:10]([O-:12])=[O:11])[CH:4]=1.O[CH2:14][CH:15]([CH2:17]O)O.[Na+].[N+](C1C=C(S([O-])(=O)=O)C=CC=1)([O-])=O.OS(O)(=O)=O. Product: [CH3:1][O:2][C:3]1[CH:9]=[C:8]2[C:6](=[C:5]([N+:10]([O-:12])=[O:11])[CH:4]=1)[N:7]=[CH:17][CH:15]=[CH:14]2. The catalyst class is: 34. (2) Reactant: [CH:1]([N:4]([CH2:8][CH2:9][CH:10]([C:17]1[CH:22]=[C:21]([C:23](OC)=[O:24])[CH:20]=[CH:19][C:18]=1[O:27][CH2:28][C:29]1[CH:34]=[CH:33][CH:32]=[CH:31][CH:30]=1)[C:11]1[CH:16]=[CH:15][CH:14]=[CH:13][CH:12]=1)[CH:5]([CH3:7])[CH3:6])([CH3:3])[CH3:2].O1CCCC1.[H-].[Al+3].[Li+].[H-].[H-].[H-].C(OCC)(=O)C. Product: [CH:1]([N:4]([CH2:8][CH2:9][CH:10]([C:17]1[CH:22]=[C:21]([CH2:23][OH:24])[CH:20]=[CH:19][C:18]=1[O:27][CH2:28][C:29]1[CH:30]=[CH:31][CH:32]=[CH:33][CH:34]=1)[C:11]1[CH:16]=[CH:15][CH:14]=[CH:13][CH:12]=1)[CH:5]([CH3:7])[CH3:6])([CH3:2])[CH3:3]. The catalyst class is: 6. (3) Reactant: [O:1]1[C:7]2[CH:8]=[C:9]([C:12]([O:14][CH3:15])=[O:13])[CH:10]=[CH:11][C:6]=2[CH2:5][NH:4][CH2:3][CH2:2]1.[C:16]([O:20][C:21]([N:23]1[CH2:28][CH2:27][C:26]2([C:36]3[C:31](=[CH:32][CH:33]=[CH:34][CH:35]=3)[CH:30]([C:37](O)=[O:38])[O:29]2)[CH2:25][CH2:24]1)=[O:22])([CH3:19])([CH3:18])[CH3:17].C(Cl)(Cl)Cl.CCN(C(C)C)C(C)C. Product: [CH3:15][O:14][C:12]([C:9]1[CH:10]=[CH:11][C:6]2[CH2:5][N:4]([C:37]([CH:30]3[C:31]4[C:36](=[CH:35][CH:34]=[CH:33][CH:32]=4)[C:26]4([CH2:25][CH2:24][N:23]([C:21]([O:20][C:16]([CH3:19])([CH3:17])[CH3:18])=[O:22])[CH2:28][CH2:27]4)[O:29]3)=[O:38])[CH2:3][CH2:2][O:1][C:7]=2[CH:8]=1)=[O:13]. The catalyst class is: 2. (4) Reactant: [Cl:1][C:2]1[CH:21]=[C:20]([C:22]([F:25])([F:24])[F:23])[CH:19]=[CH:18][C:3]=1[CH2:4][N:5]1[C:9]([CH2:10][CH2:11][C:12](O)=[O:13])=[CH:8][C:7]([CH:15]([CH3:17])[CH3:16])=[N:6]1.[CH2:26]([S:31]([NH2:34])(=[O:33])=[O:32])[CH2:27][CH2:28][CH2:29][CH3:30].N12CCCN=C1CCCCC2. Product: [Cl:1][C:2]1[CH:21]=[C:20]([C:22]([F:23])([F:25])[F:24])[CH:19]=[CH:18][C:3]=1[CH2:4][N:5]1[C:9]([CH2:10][CH2:11][C:12]([NH:34][S:31]([CH2:26][CH2:27][CH2:28][CH2:29][CH3:30])(=[O:33])=[O:32])=[O:13])=[CH:8][C:7]([CH:15]([CH3:17])[CH3:16])=[N:6]1. The catalyst class is: 7. (5) Reactant: C([O:8][C:9]1[CH:14]=[CH:13][C:12]([C:15]2[N:23]3[C:18]([CH2:19][CH2:20][CH2:21][CH2:22]3)=[C:17]([C:24]([N:26]([C:37]3[CH:42]=[CH:41][C:40]([O:43][Si:44]([C:47]([CH3:50])([CH3:49])[CH3:48])([CH3:46])[CH3:45])=[CH:39][CH:38]=3)[C:27]3[CH:28]=[C:29]4[CH:35]=[CH:34][N:33]([CH3:36])[C:30]4=[N:31][CH:32]=3)=[O:25])[CH:16]=2)=[C:11]([C:51]([N:53]2[C@H:62]([CH2:63][N:64]3[CH2:69][CH2:68][O:67][CH2:66][CH2:65]3)[CH2:61][C:60]3[C:55](=[CH:56][CH:57]=[CH:58][CH:59]=3)[CH2:54]2)=[O:52])[CH:10]=1)C1C=CC=CC=1. Product: [Si:44]([O:43][C:40]1[CH:41]=[CH:42][C:37]([N:26]([C:27]2[CH:28]=[C:29]3[CH:35]=[CH:34][N:33]([CH3:36])[C:30]3=[N:31][CH:32]=2)[C:24]([C:17]2[CH:16]=[C:15]([C:12]3[CH:13]=[CH:14][C:9]([OH:8])=[CH:10][C:11]=3[C:51]([N:53]3[C@H:62]([CH2:63][N:64]4[CH2:65][CH2:66][O:67][CH2:68][CH2:69]4)[CH2:61][C:60]4[C:55](=[CH:56][CH:57]=[CH:58][CH:59]=4)[CH2:54]3)=[O:52])[N:23]3[C:18]=2[CH2:19][CH2:20][CH2:21][CH2:22]3)=[O:25])=[CH:38][CH:39]=1)([C:47]([CH3:50])([CH3:49])[CH3:48])([CH3:46])[CH3:45]. The catalyst class is: 29. (6) Reactant: [N+:1]([C:4]1[CH:13]=[C:12]2[C:7]([CH2:8][CH2:9][CH2:10][N:11]2[C:14](=[O:16])[CH3:15])=[CH:6][CH:5]=1)([O-])=O. Product: [NH2:1][C:4]1[CH:13]=[C:12]2[C:7]([CH2:8][CH2:9][CH2:10][N:11]2[C:14](=[O:16])[CH3:15])=[CH:6][CH:5]=1. The catalyst class is: 43.